From a dataset of Forward reaction prediction with 1.9M reactions from USPTO patents (1976-2016). Predict the product of the given reaction. (1) Given the reactants [CH3:1][C:2]([CH3:7])([CH3:6])[CH2:3][CH:4]=O.[O:8]1[CH2:12][CH2:11][CH2:10][C@H:9]1[CH2:13][NH2:14].[S-:15][C:16]#[N:17].[K+].II, predict the reaction product. The product is: [C:2]([C:3]1[S:15][C:16](=[NH:17])[N:14]([CH2:13][C@@H:9]2[CH2:10][CH2:11][CH2:12][O:8]2)[CH:4]=1)([CH3:7])([CH3:6])[CH3:1]. (2) Given the reactants ClC1C=CC=C(Cl)C=1[N:9]1[C:13]2=[N:14][C:15](CC3C=CC(CC(OCC)=O)=CC=3)=[N:16][C:17](=[O:18])[C:12]2=[C:11](C(C)C)[NH:10]1.C1COCC1.[OH-].[Li+], predict the reaction product. The product is: [N:9]1[C:13]2=[N:14][CH:15]=[N:16][C:17](=[O:18])[C:12]2=[CH:11][N:10]=1. (3) Given the reactants [Br:1][CH2:2][CH2:3][CH2:4][C:5]1([CH2:10][CH2:11][C:12]([O:14][CH:15]([CH3:17])[CH3:16])=[O:13])[O:9][CH2:8][CH2:7][O:6]1.[CH2:18]([P:22]([CH2:27][CH2:28][CH2:29][CH3:30])[CH2:23][CH2:24][CH2:25][CH3:26])[CH2:19][CH2:20][CH3:21], predict the reaction product. The product is: [Br-:1].[CH2:27]([P+:22]([CH2:18][CH2:19][CH2:20][CH3:21])([CH2:23][CH2:24][CH2:25][CH3:26])[CH2:2][CH2:3][CH2:4][C:5]1([CH2:10][CH2:11][C:12]([O:14][CH:15]([CH3:17])[CH3:16])=[O:13])[O:9][CH2:8][CH2:7][O:6]1)[CH2:28][CH2:29][CH3:30]. (4) Given the reactants C([O:5][C:6]([C:8]1[C:13]([O:14][CH2:15][C:16]2[CH:21]=[CH:20][CH:19]=[CH:18][CH:17]=2)=[C:12]([OH:22])[N:11]=[C:10]([CH2:23][C:24]2([C:30]3[CH:35]=[CH:34][CH:33]=[CH:32][CH:31]=3)[CH2:29][CH2:28][CH2:27][CH2:26][CH2:25]2)[N:9]=1)=[O:7])(C)(C)C.O[Li].O, predict the reaction product. The product is: [CH2:15]([O:14][C:13]1[C:8]([C:6]([OH:7])=[O:5])=[N:9][C:10]([CH2:23][C:24]2([C:30]3[CH:35]=[CH:34][CH:33]=[CH:32][CH:31]=3)[CH2:25][CH2:26][CH2:27][CH2:28][CH2:29]2)=[N:11][C:12]=1[OH:22])[C:16]1[CH:21]=[CH:20][CH:19]=[CH:18][CH:17]=1. (5) Given the reactants [CH2:1]([N:8]([CH2:16][C:17]1[CH:22]=[CH:21][CH:20]=[CH:19][CH:18]=1)[CH:9]([CH2:14][OH:15])[C:10]([O:12][CH3:13])=[O:11])[C:2]1[CH:7]=[CH:6][CH:5]=[CH:4][CH:3]=1.S([O-])([O-])(=O)=O.[Na+].[Na+].[F:30][C:31]([F:39])(S(F)(=O)=O)C(O)=O, predict the reaction product. The product is: [CH2:16]([N:8]([CH2:1][C:2]1[CH:3]=[CH:4][CH:5]=[CH:6][CH:7]=1)[CH:9]([CH2:14][O:15][CH:31]([F:39])[F:30])[C:10]([O:12][CH3:13])=[O:11])[C:17]1[CH:18]=[CH:19][CH:20]=[CH:21][CH:22]=1. (6) Given the reactants [NH2:1][C:2]1[C:7]2=[CH:8][CH:9]=[C:10]([C:11](=[O:13])[CH3:12])[N:6]2[N:5]=[CH:4][N:3]=1.[Br:14]N1C(C)(C)C(=O)N(Br)C1=O, predict the reaction product. The product is: [NH2:1][C:2]1[C:7]2=[C:8]([Br:14])[CH:9]=[C:10]([C:11](=[O:13])[CH3:12])[N:6]2[N:5]=[CH:4][N:3]=1. (7) The product is: [Cl:1][C:2]1[CH:3]=[CH:4][C:5]2[CH2:11][CH2:10][C:9]3[CH:12]=[CH:13][CH:14]=[CH:15][C:8]=3[N:7]([CH2:16][CH2:17][CH2:18][NH:19][C:30](=[O:31])[N:29]([CH3:33])[CH3:28])[C:6]=2[CH:20]=1. Given the reactants [Cl:1][C:2]1[CH:3]=[CH:4][C:5]2[CH2:11][CH2:10][C:9]3[CH:12]=[CH:13][CH:14]=[CH:15][C:8]=3[N:7]([CH2:16][CH2:17][CH2:18][NH2:19])[C:6]=2[CH:20]=1.C(N(CC)CC)C.[CH3:28][N:29]([CH3:33])[C:30](Cl)=[O:31].[Na+].[Cl-], predict the reaction product. (8) Given the reactants Br[C:2]1[S:3][C:4]([C:7]([NH:9][CH2:10][C:11]2[C:20](=[O:21])[C:19]3[C:14](=[CH:15][C:16]([Cl:22])=[CH:17][CH:18]=3)[N:13]([C:23]3[CH:28]=[CH:27][CH:26]=[CH:25][CH:24]=3)[CH:12]=2)=[O:8])=[CH:5][N:6]=1.[OH:29][CH2:30][CH:31]1[CH2:36][CH2:35][NH:34][CH2:33][CH2:32]1, predict the reaction product. The product is: [Cl:22][C:16]1[CH:15]=[C:14]2[C:19]([C:20](=[O:21])[C:11]([CH2:10][NH:9][C:7]([C:4]3[S:3][C:2]([N:34]4[CH2:35][CH2:36][CH:31]([CH2:30][OH:29])[CH2:32][CH2:33]4)=[N:6][CH:5]=3)=[O:8])=[CH:12][N:13]2[C:23]2[CH:28]=[CH:27][CH:26]=[CH:25][CH:24]=2)=[CH:18][CH:17]=1.